Dataset: Catalyst prediction with 721,799 reactions and 888 catalyst types from USPTO. Task: Predict which catalyst facilitates the given reaction. (1) Reactant: [NH2:1][C@@H:2]([C:7]([OH:9])=[O:8])[C@@H:3]([CH2:5][CH3:6])[CH3:4].[CH2:10]([S:17](Cl)(=[O:19])=[O:18])[C:11]1[CH:16]=[CH:15][CH:14]=[CH:13][CH:12]=1.Cl. Product: [CH2:10]([S:17]([NH:1][C@@H:2]([C:7]([OH:9])=[O:8])[C@@H:3]([CH2:5][CH3:6])[CH3:4])(=[O:19])=[O:18])[C:11]1[CH:16]=[CH:15][CH:14]=[CH:13][CH:12]=1. The catalyst class is: 758. (2) Reactant: C1(COC([NH:11][C@@H:12]([C:14]([N:16]([CH3:22])[CH2:17][C:18](OC)=[O:19])=[O:15])[CH3:13])=O)C=CC=CC=1.CO. Product: [CH3:22][N:16]1[CH2:17][C:18](=[O:19])[NH:11][C@H:12]([CH3:13])[C:14]1=[O:15]. The catalyst class is: 707.